Dataset: Forward reaction prediction with 1.9M reactions from USPTO patents (1976-2016). Task: Predict the product of the given reaction. (1) Given the reactants [N+:1]([C:4]1[CH:9]=[CH:8][C:7]([C:10]2[N:11]=[C:12]3[CH:17]=[CH:16][CH:15]=[CH:14][N:13]3[CH:18]=2)=[CH:6][CH:5]=1)([O-])=O.O.O.[Sn](Cl)Cl.CCOC(C)=O.C(Cl)Cl, predict the reaction product. The product is: [N:11]1[C:10]([C:7]2[CH:8]=[CH:9][C:4]([NH2:1])=[CH:5][CH:6]=2)=[CH:18][N:13]2[CH:14]=[CH:15][CH:16]=[CH:17][C:12]=12. (2) Given the reactants Cl.[F:2][C:3]1[CH:8]=[CH:7][C:6]([NH:9][C:10]2[CH:15]=[CH:14][N:13]=[C:12]([NH:16][C:17]3[CH:22]=[CH:21][C:20]([S:23]([Cl:26])(=[O:25])=[O:24])=[CH:19][CH:18]=3)[N:11]=2)=[CH:5][CH:4]=1.C(OC([N:34]1[CH2:39][CH2:38][CH:37]([NH:40][CH2:41][CH2:42][CH2:43][NH:44]C(OC(C)(C)C)=O)[CH2:36][CH2:35]1)=O)(C)(C)C, predict the reaction product. The product is: [ClH:26].[NH2:44][CH2:43][CH2:42][CH2:41][N:40]([CH:37]1[CH2:38][CH2:39][NH:34][CH2:35][CH2:36]1)[S:23]([C:20]1[CH:21]=[CH:22][C:17]([NH:16][C:12]2[N:11]=[C:10]([NH:9][C:6]3[CH:7]=[CH:8][C:3]([F:2])=[CH:4][CH:5]=3)[CH:15]=[CH:14][N:13]=2)=[CH:18][CH:19]=1)(=[O:25])=[O:24]. (3) Given the reactants Br[C:2]1([Br:17])[CH2:4][C:3]1([C:11]1[CH:16]=[CH:15][CH:14]=[CH:13][CH:12]=1)[C:5]1[CH:10]=[CH:9][CH:8]=[CH:7][CH:6]=1.[CH2:18]([Li])CCC.CCCCCC.CI, predict the reaction product. The product is: [Br:17][C:2]1([CH3:18])[CH2:4][C:3]1([C:5]1[CH:6]=[CH:7][CH:8]=[CH:9][CH:10]=1)[C:11]1[CH:12]=[CH:13][CH:14]=[CH:15][CH:16]=1. (4) Given the reactants Br[C:2]1[CH:8]=[C:7]([CH3:9])[CH:6]=[CH:5][C:3]=1[NH2:4].[B:10]1([B:10]2[O:14][C:13]([CH3:16])([CH3:15])[C:12]([CH3:18])([CH3:17])[O:11]2)[O:14][C:13]([CH3:16])([CH3:15])[C:12]([CH3:18])([CH3:17])[O:11]1.CC([O-])=O.[K+], predict the reaction product. The product is: [CH3:9][C:7]1[CH:6]=[CH:5][C:3]([NH2:4])=[C:2]([B:10]2[O:14][C:13]([CH3:16])([CH3:15])[C:12]([CH3:18])([CH3:17])[O:11]2)[CH:8]=1. (5) Given the reactants [N:1]1[CH:6]=[CH:5][CH:4]=[CH:3][C:2]=1[C:7]#[N:8].C(=O)([O-])[O-].[K+].[K+].[OH2:15].Cl.[NH2:17]O, predict the reaction product. The product is: [OH:15][NH:8][C:7]([C:2]1[CH:3]=[CH:4][CH:5]=[CH:6][N:1]=1)=[NH:17]. (6) Given the reactants [CH2:1]([N:8]1[N:12]=[N:11][C:10]([CH:13]([S:20]([C:23]2[CH:28]=[CH:27][C:26]([Cl:29])=[CH:25][CH:24]=2)(=[O:22])=[O:21])[CH2:14][CH2:15][CH2:16][CH2:17][CH2:18]O)=[N:9]1)[C:2]1[CH:7]=[CH:6][CH:5]=[CH:4][CH:3]=1.C(C=P(CCCC)(CCCC)CCCC)#N, predict the reaction product. The product is: [CH2:1]([N:8]1[N:12]=[N:11][C:10]([C:13]2([S:20]([C:23]3[CH:28]=[CH:27][C:26]([Cl:29])=[CH:25][CH:24]=3)(=[O:22])=[O:21])[CH2:18][CH2:17][CH2:16][CH2:15][CH2:14]2)=[N:9]1)[C:2]1[CH:7]=[CH:6][CH:5]=[CH:4][CH:3]=1. (7) The product is: [CH3:19][O:20][C:21]1([O:22][CH3:23])[CH2:6][CH2:5][N:4]([C:9]2[CH:14]=[CH:13][C:12]([N+:15]([O-:17])=[O:16])=[CH:11][C:10]=2[F:18])[CH2:3][CH:2]1[F:1]. Given the reactants [F:1][CH:2]1C(=O)[CH2:6][CH2:5][N:4]([C:9]2[CH:14]=[CH:13][C:12]([N+:15]([O-:17])=[O:16])=[CH:11][C:10]=2[F:18])[CH2:3]1.[CH3:19][O:20][CH:21](OC)[O:22][CH3:23].O.C1(C)C=CC(S(O)(=O)=O)=CC=1, predict the reaction product.